Dataset: Catalyst prediction with 721,799 reactions and 888 catalyst types from USPTO. Task: Predict which catalyst facilitates the given reaction. (1) Reactant: [Cl:1][C:2]1[CH:7]=[CH:6][C:5]([CH:8]([NH:26][C:27]2[CH:32]=[C:31]([CH3:33])[C:30](=[O:34])[N:29]([CH3:35])[CH:28]=2)[C:9]2[C:10]([C:23]([OH:25])=O)=[N:11][N:12]([CH2:14][C:15]3[CH:20]=[CH:19][C:18]([O:21][CH3:22])=[CH:17][CH:16]=3)[CH:13]=2)=[CH:4][CH:3]=1. Product: [Cl:1][C:2]1[CH:3]=[CH:4][C:5]([CH:8]2[C:9]3[C:10](=[N:11][N:12]([CH2:14][C:15]4[CH:16]=[CH:17][C:18]([O:21][CH3:22])=[CH:19][CH:20]=4)[CH:13]=3)[C:23](=[O:25])[N:26]2[C:27]2[CH:32]=[C:31]([CH3:33])[C:30](=[O:34])[N:29]([CH3:35])[CH:28]=2)=[CH:6][CH:7]=1. The catalyst class is: 61. (2) Reactant: [Br:1][C:2]1[C:3]([C:11]2[CH:12]=[N:13][CH:14]=[CH:15][CH:16]=2)=[N:4][O:5][C:6]=1[Si](C)(C)C.[NH4+].[OH-]. Product: [Br:1][C:2]1[C:3]([C:11]2[CH:12]=[N:13][CH:14]=[CH:15][CH:16]=2)=[N:4][O:5][CH:6]=1. The catalyst class is: 14. (3) The catalyst class is: 36. Reactant: [F:1][C:2]1[CH:7]=[C:6]([I:8])[CH:5]=[CH:4][C:3]=1[NH:9][C:10]1[C:14]2[CH:15]=[N:16][CH:17]=[CH:18][C:13]=2[O:12][C:11]=1[C:19]([O:21]CC)=O.[OH-].[Na+].Cl.C1(C[NH:31][OH:32])CC1.C1C=[CH:35][C:36]2N(O)N=N[C:37]=2[CH:38]=1.CCN(C(C)C)C(C)C. Product: [CH:36]1([CH2:35][O:32][NH:31][C:19]([C:11]2[O:12][C:13]3[CH:18]=[CH:17][N:16]=[CH:15][C:14]=3[C:10]=2[NH:9][C:3]2[CH:4]=[CH:5][C:6]([I:8])=[CH:7][C:2]=2[F:1])=[O:21])[CH2:37][CH2:38]1. (4) Reactant: [C:1]([O:5][C:6](=[O:18])[NH:7][C:8]1[CH:13]=[CH:12][C:11]([Br:14])=[C:10]([N+:15]([O-:17])=[O:16])[N:9]=1)([CH3:4])([CH3:3])[CH3:2].[CH2:19]1CCN2C(=NCCC2)CC1.CI. Product: [Br:14][C:11]1[CH:12]=[CH:13][C:8]([N:7]([CH3:19])[C:6](=[O:18])[OH:5])=[N:9][C:10]=1[N+:15]([O-:17])=[O:16].[C:1]([O:5][C:6](=[O:18])[N:7]([C:8]1[CH:13]=[CH:12][C:11]([Br:14])=[C:10]([N+:15]([O-:17])=[O:16])[N:9]=1)[CH3:19])([CH3:4])([CH3:2])[CH3:3]. The catalyst class is: 3. (5) Reactant: [CH2:1]([O:3][C:4](=[O:20])[C:5]([C:10](=O)[C:11]1[C:16]([F:17])=[CH:15][CH:14]=[CH:13][C:12]=1[Cl:18])=[C:6]([NH:8]C)[CH3:7])[CH3:2].O.[NH2:22]N. Product: [CH2:1]([O:3][C:4]([CH:5]1[C:6]([CH3:7])=[N:8][N:22]=[C:10]1[C:11]1[C:16]([F:17])=[CH:15][CH:14]=[CH:13][C:12]=1[Cl:18])=[O:20])[CH3:2]. The catalyst class is: 15. (6) Reactant: [CH3:1][C:2]([CH3:21])([CH3:20])[C@H:3]([NH:11][C:12]([O:14][C@H:15]1[CH2:19][CH2:18][O:17][CH2:16]1)=[O:13])[C:4]([O:6]C(C)(C)C)=[O:5].FC(F)(F)C(O)=O. The catalyst class is: 4. Product: [CH3:1][C:2]([CH3:21])([CH3:20])[C@H:3]([NH:11][C:12]([O:14][C@H:15]1[CH2:19][CH2:18][O:17][CH2:16]1)=[O:13])[C:4]([OH:6])=[O:5]. (7) Reactant: [CH3:1][O:2][C:3]1[CH:8]=[C:7]([O:9][CH3:10])[CH:6]=[CH:5][C:4]=1[CH2:11][N:12]([CH2:14][C:15]1[C:19]([F:20])=[C:18]([C:21]2[C:22]([F:27])=[N:23][CH:24]=[CH:25][CH:26]=2)[NH:17][CH:16]=1)[CH3:13].[H-].[Na+].C1OCCOCCOCCOCCOC1.[C:45]1([S:51](Cl)(=[O:53])=[O:52])[CH:50]=[CH:49][CH:48]=[CH:47][CH:46]=1.[Cl-].[NH4+]. Product: [CH3:1][O:2][C:3]1[CH:8]=[C:7]([O:9][CH3:10])[CH:6]=[CH:5][C:4]=1[CH2:11][N:12]([CH2:14][C:15]1[C:19]([F:20])=[C:18]([C:21]2[C:22]([F:27])=[N:23][CH:24]=[CH:25][CH:26]=2)[N:17]([S:51]([C:45]2[CH:50]=[CH:49][CH:48]=[CH:47][CH:46]=2)(=[O:53])=[O:52])[CH:16]=1)[CH3:13]. The catalyst class is: 30. (8) Reactant: Cl[C:2]1[CH:27]=[CH:26][C:5]([C:6]([NH:8][C:9]2[S:10][C:11]3[C:17]([C:18]4[CH:23]=[CH:22][CH:21]=[CH:20][CH:19]=4)=[CH:16][CH:15]=[C:14]([O:24][CH3:25])[C:12]=3[N:13]=2)=[O:7])=[CH:4][N:3]=1.[NH:28]1[CH2:32][CH2:31][CH2:30][CH2:29]1. Product: [CH3:25][O:24][C:14]1[C:12]2[N:13]=[C:9]([NH:8][C:6](=[O:7])[C:5]3[CH:26]=[CH:27][C:2]([N:28]4[CH2:32][CH2:31][CH2:30][CH2:29]4)=[N:3][CH:4]=3)[S:10][C:11]=2[C:17]([C:18]2[CH:23]=[CH:22][CH:21]=[CH:20][CH:19]=2)=[CH:16][CH:15]=1. The catalyst class is: 12. (9) Product: [ClH:1].[NH2:12][CH2:11][CH2:10][C@@H:9]([NH:8][C:6]([C:5]1[CH:26]=[CH:27][C:2]([Cl:1])=[C:3]([NH:28][C:29]([C:31]2[C:41](=[O:42])[NH:40][C:34]3[N:35]=[C:36]([CH3:39])[N:37]=[CH:38][C:33]=3[CH:32]=2)=[O:30])[CH:4]=1)=[O:7])[C:20]1[CH:21]=[CH:22][CH:23]=[CH:24][CH:25]=1. The catalyst class is: 12. Reactant: [Cl:1][C:2]1[CH:27]=[CH:26][C:5]([C:6]([NH:8][C@@H:9]([C:20]2[CH:25]=[CH:24][CH:23]=[CH:22][CH:21]=2)[CH2:10][CH2:11][NH:12]C(=O)OC(C)(C)C)=[O:7])=[CH:4][C:3]=1[NH:28][C:29]([C:31]1[C:41](=[O:42])[NH:40][C:34]2[N:35]=[C:36]([CH3:39])[N:37]=[CH:38][C:33]=2[CH:32]=1)=[O:30].Cl.